Dataset: Full USPTO retrosynthesis dataset with 1.9M reactions from patents (1976-2016). Task: Predict the reactants needed to synthesize the given product. (1) Given the product [C:1]([O:5][C:6](=[O:17])[C:7]1[C:12]([F:13])=[CH:11][CH:10]=[C:9]([O:14][S:27]([C:26]([F:45])([F:44])[F:25])(=[O:29])=[O:28])[C:8]=1[O:15][CH3:16])([CH3:4])([CH3:3])[CH3:2], predict the reactants needed to synthesize it. The reactants are: [C:1]([O:5][C:6](=[O:17])[C:7]1[C:12]([F:13])=[CH:11][CH:10]=[C:9]([OH:14])[C:8]=1[O:15][CH3:16])([CH3:4])([CH3:3])[CH3:2].C(N(CC)CC)C.[F:25][C:26]([F:45])([F:44])[S:27](N([S:27]([C:26]([F:45])([F:44])[F:25])(=[O:29])=[O:28])C1C=CC=CC=1)(=[O:29])=[O:28]. (2) The reactants are: [NH2:1][C:2]1[N:6]([CH:7]2[CH2:12][CH2:11][CH2:10][N:9]([C:13]#[N:14])[CH2:8]2)[N:5]=[C:4]([C:15]2[CH:20]=[CH:19][C:18]([O:21][C:22]3[CH:27]=[CH:26][C:25](Cl)=[CH:24][N:23]=3)=[CH:17][CH:16]=2)[C:3]=1[C:29]([NH2:31])=[O:30].[F:32]C1C=CC(F)=CN=1. Given the product [NH2:1][C:2]1[N:6]([CH:7]2[CH2:12][CH2:11][CH2:10][N:9]([C:13]#[N:14])[CH2:8]2)[N:5]=[C:4]([C:15]2[CH:20]=[CH:19][C:18]([O:21][C:22]3[CH:27]=[CH:26][C:25]([F:32])=[CH:24][N:23]=3)=[CH:17][CH:16]=2)[C:3]=1[C:29]([NH2:31])=[O:30], predict the reactants needed to synthesize it. (3) Given the product [C:2]([C:7]1[O:11][C:10]([CH2:12][N:13]2[CH:17]=[CH:16][C:15]([NH:18][C:34]([C:30]3[N:31]=[CH:32][O:33][C:29]=3[C:25]3[CH:26]=[CH:27][CH:28]=[C:23]([CH2:22][CH2:21][O:20][CH3:19])[CH:24]=3)=[O:35])=[N:14]2)=[CH:9][CH:8]=1)(=[O:6])[CH3:1], predict the reactants needed to synthesize it. The reactants are: [CH3:1][C:2]1([C:7]2[O:11][C:10]([CH2:12][N:13]3[CH:17]=[CH:16][C:15]([NH2:18])=[N:14]3)=[CH:9][CH:8]=2)[O:6]CCO1.[CH3:19][O:20][CH2:21][CH2:22][C:23]1[CH:24]=[C:25]([C:29]2[O:33][CH:32]=[N:31][C:30]=2[C:34](O)=[O:35])[CH:26]=[CH:27][CH:28]=1. (4) Given the product [CH:10]1([CH2:16][N:17]2[CH2:23][CH2:22][CH2:21][C:20]3[CH:24]=[C:25]([O:28][CH2:4][C:3]4[CH:6]=[CH:7][CH:8]=[CH:9][C:2]=4[F:1])[CH:26]=[CH:27][C:19]=3[C:18]2=[O:29])[CH2:15][CH2:14][CH2:13][CH2:12][CH2:11]1, predict the reactants needed to synthesize it. The reactants are: [F:1][C:2]1[CH:9]=[CH:8][CH:7]=[CH:6][C:3]=1[CH2:4]Br.[CH:10]1([CH2:16][N:17]2[CH2:23][CH2:22][CH2:21][C:20]3[CH:24]=[C:25]([OH:28])[CH:26]=[CH:27][C:19]=3[C:18]2=[O:29])[CH2:15][CH2:14][CH2:13][CH2:12][CH2:11]1.C(=O)([O-])[O-].[Cs+].[Cs+]. (5) The reactants are: [Br:1][C:2]1[CH:11]=[CH:10][CH:9]=[C:8]2[C:3]=1[CH:4]=[CH:5][N+:6]([O-])=[CH:7]2.O=P(Cl)(Cl)[Cl:15].C([O-])(O)=O.[Na+]. Given the product [Br:1][C:2]1[CH:11]=[CH:10][CH:9]=[C:8]2[C:3]=1[CH:4]=[CH:5][N:6]=[C:7]2[Cl:15], predict the reactants needed to synthesize it. (6) Given the product [Cl:35][C:34]1[N:33]([CH3:36])[N:32]=[C:31]([C:37]([F:40])([F:39])[F:38])[C:30]=1[CH2:14][S:11][C:8]1[CH2:7][C:6]([CH2:5][Cl:4])([CH3:15])[O:10][N:9]=1, predict the reactants needed to synthesize it. The reactants are: O.[SH-].[Na+].[Cl:4][CH2:5][C:6]1([CH3:15])[O:10][N:9]=[C:8]([S:11]([CH3:14])(=O)=O)[CH2:7]1.C(=O)([O-])[O-].[K+].[K+].C(S([O-])=O)O.[Na+].BrC[C:30]1[C:31]([C:37]([F:40])([F:39])[F:38])=[N:32][N:33]([CH3:36])[C:34]=1[Cl:35]. (7) Given the product [F:1][C:2]1[CH:3]=[C:4]2[C:8](=[CH:9][CH:10]=1)[NH:7][C:6](=[O:11])[C:5]2=[C:38]1[C:33]2[C:34](=[N:35][C:30]([CH2:29][CH2:28][N:22]3[CH2:27][CH2:26][O:25][CH2:24][CH2:23]3)=[CH:31][CH:32]=2)[CH2:36][O:37]1, predict the reactants needed to synthesize it. The reactants are: [F:1][C:2]1[CH:3]=[C:4]2[C:8](=[CH:9][CH:10]=1)[NH:7][C:6](=[O:11])[CH2:5]2.C[Si]([N-][Si](C)(C)C)(C)C.[Li+].[N:22]1([CH2:28][CH2:29][C:30]2[N:35]=[C:34]3[CH2:36][O:37][C:38](=O)[C:33]3=[CH:32][CH:31]=2)[CH2:27][CH2:26][O:25][CH2:24][CH2:23]1.Cl.